The task is: Predict the reaction yield, written as a fraction of the theoretical maximum amount of product (1.0 means a 100% yield; for example, 0.34 means a 34% yield).. This data is from Reaction yield outcomes from USPTO patents with 853,638 reactions. (1) The reactants are [CH2:1]([O:3][C:4]([C:6]1[CH:11]=[CH:10][C:9](=[O:12])[NH:8][CH:7]=1)=[O:5])[CH3:2].CN[CH2:15][CH2:16]NC.P([O-])([O-])([O-])=O.[K+].[K+].[K+]. The catalyst is O1CCOCC1.C(OCC)(=O)C.[Cu]I. The product is [CH2:1]([O:3][C:4]([C:6]1[CH:11]=[CH:10][C:9](=[O:12])[N:8]([C:11]2[CH:6]=[CH:4][C:15]([CH3:16])=[CH:9][CH:10]=2)[CH:7]=1)=[O:5])[CH3:2]. The yield is 0.165. (2) The reactants are [F:1][C:2]1[CH:9]=[C:8]([OH:10])[C:7]([CH:11]2[C:19]3[C:14](=[CH:15][CH:16]=[CH:17][CH:18]=3)[N:13]([CH2:20][C:21]3[CH:26]=[CH:25][C:24]([O:27][CH3:28])=[CH:23][CH:22]=3)[C:12]2=[O:29])=[CH:6][C:3]=1[C:4]#[N:5].Cl[CH2:31]I.C(=O)([O-])[O-].[Cs+].[Cs+]. The catalyst is O1CCCC1.CN(C)C=O. The product is [F:1][C:2]1[C:3]([C:4]#[N:5])=[CH:6][C:7]2[C:11]3([CH2:31][O:10][C:8]=2[CH:9]=1)[C:19]1[C:14](=[CH:15][CH:16]=[CH:17][CH:18]=1)[N:13]([CH2:20][C:21]1[CH:22]=[CH:23][C:24]([O:27][CH3:28])=[CH:25][CH:26]=1)[C:12]3=[O:29]. The yield is 0.480. (3) The reactants are O[C:2]1[C:3](=[O:14])[C:4]2[C:9]([C:10](=[O:12])[CH:11]=1)=[CH:8][CH:7]=[C:6]([OH:13])[CH:5]=2.[Cl:15][C:16]1[CH:23]=[CH:22][C:19]([CH:20]=O)=[CH:18][CH:17]=1.[NH2:24][C:25]1[CH2:30][CH2:29][CH2:28][C:27](=[O:31])[CH:26]=1. The catalyst is C(O)C. The product is [Cl:15][C:16]1[CH:23]=[CH:22][C:19]([CH:20]2[C:11]3[C:10](=[O:12])[C:9]4[CH:8]=[CH:7][C:6]([OH:13])=[CH:5][C:4]=4[C:3](=[O:14])[C:2]=3[NH:24][C:25]3[CH2:30][CH2:29][CH2:28][C:27](=[O:31])[C:26]2=3)=[CH:18][CH:17]=1. The yield is 0.240. (4) The reactants are C(O)(=O)C.[CH2:5]([O:7][C:8]1[N:13]=[C:12]([CH:14]=O)[CH:11]=[CH:10][CH:9]=1)[CH3:6].[CH2:16]([O:18][C:19]([C:21]1[NH:22][CH:23]=[CH:24][C:25]=1[NH2:26])=[O:20])[CH3:17].[BH3-]C#N.[Na+]. The catalyst is C(O)C. The product is [CH2:16]([O:18][C:19]([C:21]1[NH:22][CH:23]=[CH:24][C:25]=1[NH:26][CH2:14][C:12]1[CH:11]=[CH:10][CH:9]=[C:8]([O:7][CH2:5][CH3:6])[N:13]=1)=[O:20])[CH3:17]. The yield is 0.450. (5) The reactants are CN.[Br:3][C:4]1[CH:9]=[CH:8][CH:7]=[CH:6][C:5]=1[CH2:10][CH2:11][CH:12]=O.[C:14]([BH3-])#[N:15].[Na+].[OH-].[Na+].[C:20](O[C:20]([O:22][C:23]([CH3:26])([CH3:25])[CH3:24])=[O:21])([O:22][C:23]([CH3:26])([CH3:25])[CH3:24])=[O:21].C(N(CC)CC)C. The catalyst is CO.C(O)(=O)C. The product is [C:23]([O:22][C:20](=[O:21])[N:15]([CH2:12][CH2:11][CH2:10][C:5]1[CH:6]=[CH:7][CH:8]=[CH:9][C:4]=1[Br:3])[CH3:14])([CH3:26])([CH3:25])[CH3:24]. The yield is 0.330.